This data is from Full USPTO retrosynthesis dataset with 1.9M reactions from patents (1976-2016). The task is: Predict the reactants needed to synthesize the given product. (1) Given the product [F:1][C:2]1[CH:3]=[C:4]([CH:23]=[C:24]([F:26])[CH:25]=1)[C:5]([C:7]1[CH:8]=[C:9]2[C:13](=[CH:14][CH:15]=1)[N:12]([C:28]([C:29]1[CH:34]=[CH:33][CH:32]=[CH:31][CH:30]=1)([C:41]1[CH:42]=[CH:43][CH:44]=[CH:45][CH:46]=1)[C:35]1[CH:36]=[CH:37][CH:38]=[CH:39][CH:40]=1)[N:11]=[C:10]2[NH:16][C:17](=[O:22])[C:18]([F:20])([F:21])[F:19])=[O:6], predict the reactants needed to synthesize it. The reactants are: [F:1][C:2]1[CH:3]=[C:4]([CH:23]=[C:24]([F:26])[CH:25]=1)[C:5]([C:7]1[CH:8]=[C:9]2[C:13](=[CH:14][CH:15]=1)[NH:12][N:11]=[C:10]2[NH:16][C:17](=[O:22])[C:18]([F:21])([F:20])[F:19])=[O:6].Cl[C:28]([C:41]1[CH:46]=[CH:45][CH:44]=[CH:43][CH:42]=1)([C:35]1[CH:40]=[CH:39][CH:38]=[CH:37][CH:36]=1)[C:29]1[CH:34]=[CH:33][CH:32]=[CH:31][CH:30]=1.C(N(CC)CC)C. (2) Given the product [C:8]([C:5]1[N:6]=[N:7][C:2]([NH:23][C@@H:24]2[CH2:29][CH2:28][CH2:27][CH2:26][C@@H:25]2[NH:30][C:31](=[O:37])[O:32][C:33]([CH3:35])([CH3:34])[CH3:36])=[CH:3][C:4]=1[NH:11][C:12]1[CH:17]=[CH:16][C:15]([O:18][CH3:19])=[C:14]([CH2:20][CH2:21][CH3:22])[N:13]=1)(=[O:9])[NH2:10], predict the reactants needed to synthesize it. The reactants are: Cl[C:2]1[N:7]=[N:6][C:5]([C:8]([NH2:10])=[O:9])=[C:4]([NH:11][C:12]2[CH:17]=[CH:16][C:15]([O:18][CH3:19])=[C:14]([CH2:20][CH2:21][CH3:22])[N:13]=2)[CH:3]=1.[NH2:23][C@@H:24]1[CH2:29][CH2:28][CH2:27][CH2:26][C@@H:25]1[NH:30][C:31](=[O:37])[O:32][C:33]([CH3:36])([CH3:35])[CH3:34]. (3) Given the product [C:20]1([CH2:26][CH2:27][CH2:28][CH2:29][CH2:30][O:31][C:32](=[O:33])[NH:10][C@H:9]2[CH2:8][NH:7][C:6]2=[O:5])[CH:25]=[CH:24][CH:23]=[CH:22][CH:21]=1, predict the reactants needed to synthesize it. The reactants are: C([O-])(=O)C.[O:5]=[C:6]1[C@@H:9]([NH3+:10])[CH2:8][NH:7]1.CCN(C(C)C)C(C)C.[C:20]1([CH2:26][CH2:27][CH2:28][CH2:29][CH2:30][O:31][C:32](N2C=CC=CC2=O)=[O:33])[CH:25]=[CH:24][CH:23]=[CH:22][CH:21]=1. (4) Given the product [C:33]([OH:36])(=[O:35])[CH3:34].[O:1]1[CH:5]=[CH:4][CH:3]=[C:2]1/[CH:6]=[C:7]1\[CH2:8][NH:9][CH2:10][CH2:11][CH:12]\1[OH:13], predict the reactants needed to synthesize it. The reactants are: [O:1]1[CH:5]=[CH:4][CH:3]=[C:2]1/[CH:6]=[C:7]1\[CH2:8][N:9](C(C2C=CC=CC=2)(C2C=CC=CC=2)C2C=CC=CC=2)[CH2:10][CH2:11][CH:12]\1[OH:13].[C:33]([OH:36])(=[O:35])[CH3:34].